From a dataset of Forward reaction prediction with 1.9M reactions from USPTO patents (1976-2016). Predict the product of the given reaction. (1) Given the reactants [CH:1]1([NH:4][C:5]([NH:7][C:8]2[CH:13]=[CH:12][C:11]([O:14][C:15]3[CH:20]=[CH:19][N:18]=[C:17]4[CH:21]=[C:22]([C:24]5[CH:29]=[CH:28][C:27]([CH2:30][N:31]6[CH2:36][CH2:35][NH:34][CH2:33][CH2:32]6)=[CH:26][N:25]=5)[S:23][C:16]=34)=[C:10]([F:37])[CH:9]=2)=[O:6])[CH2:3][CH2:2]1.N1C=CC=CC=1.[C:44](Cl)(=[O:55])[O:45][C:46]1[CH:51]=[CH:50][C:49]([N+:52]([O-:54])=[O:53])=[CH:48][CH:47]=1, predict the reaction product. The product is: [CH:1]1([NH:4][C:5](=[O:6])[NH:7][C:8]2[CH:13]=[CH:12][C:11]([O:14][C:15]3[CH:20]=[CH:19][N:18]=[C:17]4[CH:21]=[C:22]([C:24]5[N:25]=[CH:26][C:27]([CH2:30][N:31]6[CH2:32][CH2:33][N:34]([C:44]([O:45][C:46]7[CH:47]=[CH:48][C:49]([N+:52]([O-:54])=[O:53])=[CH:50][CH:51]=7)=[O:55])[CH2:35][CH2:36]6)=[CH:28][CH:29]=5)[S:23][C:16]=34)=[C:10]([F:37])[CH:9]=2)[CH2:3][CH2:2]1. (2) Given the reactants [Cl:1][C:2]1[CH:3]=[CH:4][C:5]([O:9][C:10]2[CH:15]=[CH:14][CH:13]=[CH:12][CH:11]=2)=[C:6]([NH2:8])[CH:7]=1.Cl[C:17]1[CH:26]=[CH:25][N:24]=[C:23]2[C:18]=1[CH:19]=[CH:20][C:21]([C:27]([F:30])([F:29])[F:28])=[N:22]2, predict the reaction product. The product is: [Cl:1][C:2]1[CH:3]=[CH:4][C:5]([O:9][C:10]2[CH:15]=[CH:14][CH:13]=[CH:12][CH:11]=2)=[C:6]([NH:8][C:17]2[C:18]3[C:23](=[N:22][C:21]([C:27]([F:30])([F:29])[F:28])=[CH:20][CH:19]=3)[N:24]=[CH:25][CH:26]=2)[CH:7]=1. (3) Given the reactants COC1C=CC(C[NH:8][S:9]([C:12]2[CH:22]=[CH:21][C:15]([CH2:16][NH:17][C:18](=[O:20])[CH3:19])=[CH:14][CH:13]=2)(=[O:11])=[O:10])=CC=1, predict the reaction product. The product is: [S:9]([C:12]1[CH:13]=[CH:14][C:15]([CH2:16][NH:17][C:18](=[O:20])[CH3:19])=[CH:21][CH:22]=1)(=[O:10])(=[O:11])[NH2:8]. (4) Given the reactants [C:1]([OH:4])(=O)C.[CH:5]([N:8](CC)C(C)C)(C)C.C1(P(N=[N+]=[N-])(C2C=CC=CC=2)=O)C=CC=CC=1.[NH2:31][C:32]1[CH:37]=[CH:36][C:35]([N:38]2[C:46]([CH2:47][N:48]([CH3:50])[CH3:49])=[C:45]3[C:40]([N:41]([CH2:61][C:62]4[C:67]([F:68])=[CH:66][CH:65]=[CH:64][C:63]=4[F:69])[C:42](=[O:60])[N:43]([C:52]4[N:53]=[N:54][C:55]([O:58][CH3:59])=[CH:56][CH:57]=4)[C:44]3=[O:51])=[N:39]2)=[CH:34][CH:33]=1, predict the reaction product. The product is: [F:68][C:67]1[CH:66]=[CH:65][CH:64]=[C:63]([F:69])[C:62]=1[CH2:61][N:41]1[C:40]2=[N:39][N:38]([C:35]3[CH:34]=[CH:33][C:32]([NH:31][C:1]([NH:8][CH3:5])=[O:4])=[CH:37][CH:36]=3)[C:46]([CH2:47][N:48]([CH3:50])[CH3:49])=[C:45]2[C:44](=[O:51])[N:43]([C:52]2[N:53]=[N:54][C:55]([O:58][CH3:59])=[CH:56][CH:57]=2)[C:42]1=[O:60]. (5) Given the reactants [CH3:1][S:2]([C:5]1[CH:10]=[CH:9][C:8]([C:11]2[C:12]3[N:13]([N:17]=[C:18]([NH2:20])[N:19]=3)[CH:14]=[CH:15][CH:16]=2)=[CH:7][CH:6]=1)(=[O:4])=[O:3].Br[C:22]1[CH:27]=[CH:26][C:25]([N:28]2[CH2:33][CH2:32][N:31]([CH3:34])[CH2:30][CH2:29]2)=[CH:24][CH:23]=1.C1(P(C2CCCCC2)C2C=CC=CC=2C2C=CC=CC=2P(C2CCCCC2)C2CCCCC2)CCCCC1, predict the reaction product. The product is: [CH3:1][S:2]([C:5]1[CH:10]=[CH:9][C:8]([C:11]2[C:12]3[N:13]([N:17]=[C:18]([NH:20][C:22]4[CH:23]=[CH:24][C:25]([N:28]5[CH2:33][CH2:32][N:31]([CH3:34])[CH2:30][CH2:29]5)=[CH:26][CH:27]=4)[N:19]=3)[CH:14]=[CH:15][CH:16]=2)=[CH:7][CH:6]=1)(=[O:3])=[O:4]. (6) Given the reactants [CH:1]([NH:4][C:5]1[C:14]2[C:9](=[C:10]([NH2:15])[CH:11]=[CH:12][CH:13]=2)[N:8]=[CH:7][N:6]=1)([CH3:3])[CH3:2].[Cl:16][C:17]1[C:22]([C:23](O)=[O:24])=[C:21]([F:26])[C:20]([CH2:27][NH:28][C:29](=[O:33])[CH:30]([CH3:32])[CH3:31])=[CH:19][CH:18]=1.S(Cl)(Cl)=O.CCN(C(C)C)C(C)C, predict the reaction product. The product is: [Cl:16][C:17]1[C:22]([C:23]([NH:15][C:10]2[CH:11]=[CH:12][CH:13]=[C:14]3[C:9]=2[N:8]=[CH:7][N:6]=[C:5]3[NH:4][CH:1]([CH3:3])[CH3:2])=[O:24])=[C:21]([F:26])[C:20]([CH2:27][NH:28][C:29](=[O:33])[CH:30]([CH3:31])[CH3:32])=[CH:19][CH:18]=1. (7) Given the reactants [C:1]([O:5][C:6]([NH:8][C@@H:9]([CH2:14][C:15]1[CH:20]=[CH:19][C:18]([O:21]CC2C=CC=CC=2)=[CH:17][CH:16]=1)[C@H:10]([OH:13])[CH2:11][Cl:12])=[O:7])([CH3:4])([CH3:3])[CH3:2], predict the reaction product. The product is: [C:1]([O:5][C:6]([NH:8][C@@H:9]([CH2:14][C:15]1[CH:16]=[CH:17][C:18]([OH:21])=[CH:19][CH:20]=1)[C@H:10]([OH:13])[CH2:11][Cl:12])=[O:7])([CH3:4])([CH3:2])[CH3:3]. (8) Given the reactants [CH2:1]([O:3][C:4]1[C:9]([C:10]2[NH:11][C:12](=[O:23])[C:13]3[N:18]([CH3:19])[N:17]=[C:16]([CH2:20][CH2:21][CH3:22])[C:14]=3[N:15]=2)=[CH:8][C:7]([S:24]([N:27]2[CH2:32][CH2:31][N:30]([CH2:33][CH3:34])[CH2:29][CH2:28]2)(=[O:26])=[O:25])=[CH:6][N:5]=1)[CH3:2].C[Si]([N-][Si](C)(C)C)(C)C.[K+], predict the reaction product. The product is: [CH2:33]([N:30]1[CH2:31][CH2:32][N:27]([S:24]([C:7]2[CH:8]=[C:9]([C:10]3[NH:11][C:12](=[O:23])[C:13]4[N:18]([CH3:19])[N:17]=[C:16]([CH2:20][CH2:21][CH3:22])[C:14]=4[N:15]=3)[C:4]([O:3][CH2:1][C:2]3[CH:7]=[CH:8][CH:9]=[CH:4][N:5]=3)=[N:5][CH:6]=2)(=[O:26])=[O:25])[CH2:28][CH2:29]1)[CH3:34].